From a dataset of Reaction yield outcomes from USPTO patents with 853,638 reactions. Predict the reaction yield, written as a fraction of the theoretical maximum amount of product (1.0 means a 100% yield; for example, 0.34 means a 34% yield). (1) The reactants are [Cl:1][C:2]1[CH:3]=[C:4]([NH2:16])[C:5]([NH2:15])=[CH:6][C:7]=1[C:8]1[CH:13]=[CH:12][C:11]([F:14])=[CH:10][CH:9]=1.[F:17][C:18]([F:26])([F:25])[C:19]([F:24])([F:23])[C:20](O)=O. No catalyst specified. The product is [Cl:1][C:2]1[C:7]([C:8]2[CH:9]=[CH:10][C:11]([F:14])=[CH:12][CH:13]=2)=[CH:6][C:5]2[NH:15][C:20]([C:19]([F:24])([F:23])[C:18]([F:26])([F:25])[F:17])=[N:16][C:4]=2[CH:3]=1. The yield is 0.430. (2) The reactants are [C:1]([C:3]1[CH:4]=[C:5]2[C:10](=[CH:11][CH:12]=1)[NH:9][CH2:8][C@@H:7]([NH:13]C(=O)[C@@H](O)C1C=CC=CC=1)[CH2:6]2)#[N:2].S(=O)(=O)(O)O. The catalyst is CCO. The product is [NH2:13][C@H:7]1[CH2:6][C:5]2[C:10](=[CH:11][CH:12]=[C:3]([C:1]#[N:2])[CH:4]=2)[NH:9][CH2:8]1. The yield is 0.730. (3) The reactants are [Cl:1][C:2]1[CH:7]=[CH:6][C:5]([C:8]2[C:9]([NH2:14])=[CH:10][CH:11]=[CH:12][CH:13]=2)=[CH:4][CH:3]=1.[C:15](OC(=O)C)(=[O:17])[CH3:16].N1C=CC=CC=1. The catalyst is CN(C1C=CN=CC=1)C. The product is [Cl:1][C:2]1[CH:3]=[CH:4][C:5]([C:8]2[CH:13]=[CH:12][CH:11]=[CH:10][C:9]=2[NH:14][C:15](=[O:17])[CH3:16])=[CH:6][CH:7]=1. The yield is 0.510. (4) The reactants are [C:1]([O:5][C:6](=[O:34])[NH:7][C:8]1([C:12]2[CH:17]=[CH:16][C:15]([C:18]3[N:19]=[C:20]4[CH:25]=[C:24](Br)[CH:23]=[CH:22][N:21]4[C:27]=3[C:28]3[CH:33]=[CH:32][CH:31]=[CH:30][CH:29]=3)=[CH:14][CH:13]=2)[CH2:11][CH2:10][CH2:9]1)([CH3:4])([CH3:3])[CH3:2].C([O-])([O-])=O.[K+].[K+].O.CO[CH2:44][CH2:45]OC. The catalyst is [Pd].C1(P(C2C=CC=CC=2)C2C=CC=CC=2)C=CC=CC=1.C1(P(C2C=CC=CC=2)C2C=CC=CC=2)C=CC=CC=1.C1(P(C2C=CC=CC=2)C2C=CC=CC=2)C=CC=CC=1.C1(P(C2C=CC=CC=2)C2C=CC=CC=2)C=CC=CC=1. The product is [C:1]([O:5][C:6](=[O:34])[NH:7][C:8]1([C:12]2[CH:17]=[CH:16][C:15]([C:18]3[N:19]=[C:20]4[CH:25]=[C:24]([CH:44]=[CH2:45])[CH:23]=[CH:22][N:21]4[C:27]=3[C:28]3[CH:33]=[CH:32][CH:31]=[CH:30][CH:29]=3)=[CH:14][CH:13]=2)[CH2:11][CH2:10][CH2:9]1)([CH3:4])([CH3:3])[CH3:2]. The yield is 0.850. (5) The reactants are [CH3:1][N:2]([N:12]1[CH2:20][C:19]2[C:14](=[CH:15][CH:16]=[CH:17][C:18]=2[N+:21]([O-])=O)[C:13]1=[O:24])[C@H:3]([C:9]([OH:11])=[O:10])[CH2:4][CH2:5][C:6](=[O:8])[NH2:7]. The catalyst is CO.[Pd]. The product is [CH3:1][N:2]([N:12]1[CH2:20][C:19]2[C:14](=[CH:15][CH:16]=[CH:17][C:18]=2[NH2:21])[C:13]1=[O:24])[C@H:3]([C:9]([OH:11])=[O:10])[CH2:4][CH2:5][C:6](=[O:8])[NH2:7]. The yield is 0.930. (6) The reactants are [CH3:1][O:2][C:3](=[O:15])[C:4]1[CH:9]=[C:8]([Cl:10])[CH:7]=[C:6]([C:11]#[C:12][CH3:13])[C:5]=1[NH2:14].[CH:16]#CCC.COC(=O)C1C=C(Cl)C=C(I)C=1N. The catalyst is C(N(CC)CC)C.[Cu]I.[Pd](Cl)Cl.C1(P(C2C=CC=CC=2)C2C=CC=CC=2)C=CC=CC=1.C1(P(C2C=CC=CC=2)C2C=CC=CC=2)C=CC=CC=1. The product is [CH3:1][O:2][C:3](=[O:15])[C:4]1[CH:9]=[C:8]([Cl:10])[CH:7]=[C:6]([C:11]#[C:12][CH2:13][CH3:16])[C:5]=1[NH2:14]. The yield is 0.370. (7) The reactants are [Cl-].O[NH3+:3].[C:4](=[O:7])([O-])[OH:5].[Na+].CS(C)=O.[CH2:13]([C:17]1[N:18]=[C:19]([CH3:49])[N:20]([CH2:39][CH:40]2[CH2:44][C:43]3[CH:45]=[CH:46][CH:47]=[CH:48][C:42]=3[O:41]2)[C:21](=[O:38])[C:22]=1[CH2:23][C:24]1[CH:29]=[CH:28][C:27]([C:30]2[C:31]([C:36]#[N:37])=[CH:32][CH:33]=[CH:34][CH:35]=2)=[CH:26][CH:25]=1)[CH2:14][CH2:15][CH3:16]. The catalyst is C(OCC)(=O)C. The product is [CH2:13]([C:17]1[N:18]=[C:19]([CH3:49])[N:20]([CH2:39][CH:40]2[CH2:44][C:43]3[CH:45]=[CH:46][CH:47]=[CH:48][C:42]=3[O:41]2)[C:21](=[O:38])[C:22]=1[CH2:23][C:24]1[CH:25]=[CH:26][C:27]([C:30]2[CH:35]=[CH:34][CH:33]=[CH:32][C:31]=2[C:36]2[NH:3][C:4](=[O:7])[O:5][N:37]=2)=[CH:28][CH:29]=1)[CH2:14][CH2:15][CH3:16]. The yield is 0.0700. (8) The reactants are Cl.N[C@H]1CCCC[C@H]1CNC.[F:12][C:13]1[CH:18]=[C:17]([F:19])[CH:16]=[CH:15][C:14]=1[CH2:20][NH:21][C:22]([C:24]1[C:25](=[O:52])[C:26]([O:44]CC2C=CC=CC=2)=[C:27]2[C:41](=[O:42])[N:31]3[CH:32]4[CH:37]([CH2:38][N:39]([CH3:40])[CH:30]3[CH2:29][N:28]2[CH:43]=1)[CH2:36][CH2:35][CH2:34][CH2:33]4)=[O:23]. The catalyst is [Pd]. The product is [F:12][C:13]1[CH:18]=[C:17]([F:19])[CH:16]=[CH:15][C:14]=1[CH2:20][NH:21][C:22]([C:24]1[C:25](=[O:52])[C:26]([OH:44])=[C:27]2[C:41](=[O:42])[N:31]3[CH:32]4[CH:37]([CH2:38][N:39]([CH3:40])[CH:30]3[CH2:29][N:28]2[CH:43]=1)[CH2:36][CH2:35][CH2:34][CH2:33]4)=[O:23]. The yield is 0.640.